From a dataset of Full USPTO retrosynthesis dataset with 1.9M reactions from patents (1976-2016). Predict the reactants needed to synthesize the given product. The reactants are: [Br:1][C:2]1[CH:11]=[C:10]2[C:5]([CH:6]=[C:7]([C:12]([OH:14])=O)[CH:8]=[N:9]2)=[CH:4][CH:3]=1.Cl.[CH3:16][NH:17][O:18][CH3:19].CN(C(ON1N=NC2C=CC=NC1=2)=[N+](C)C)C.F[P-](F)(F)(F)(F)F.C(N(C(C)C)CC)(C)C. Given the product [Br:1][C:2]1[CH:11]=[C:10]2[C:5]([CH:6]=[C:7]([C:12]([N:17]([O:18][CH3:19])[CH3:16])=[O:14])[CH:8]=[N:9]2)=[CH:4][CH:3]=1, predict the reactants needed to synthesize it.